The task is: Predict the product of the given reaction.. This data is from Forward reaction prediction with 1.9M reactions from USPTO patents (1976-2016). Given the reactants [Cl:1][C:2]1[CH:10]=[C:9]2[C:5]([C:6]([C:11](=[O:16])C(F)(F)F)=[CH:7][NH:8]2)=[CH:4][CH:3]=1.C(=O)([O-])[O-].[K+].[K+].I[CH2:24][CH3:25].[OH-:26].[Na+], predict the reaction product. The product is: [Cl:1][C:2]1[CH:10]=[C:9]2[C:5]([C:6]([C:11]([OH:16])=[O:26])=[CH:7][N:8]2[CH2:24][CH3:25])=[CH:4][CH:3]=1.